Dataset: Reaction yield outcomes from USPTO patents with 853,638 reactions. Task: Predict the reaction yield, written as a fraction of the theoretical maximum amount of product (1.0 means a 100% yield; for example, 0.34 means a 34% yield). (1) The reactants are C(=O)([O-])[O-].[Na+].[Na+].[F:7][C:8]1[CH:13]=[C:12](B(O)O)[CH:11]=[CH:10][N:9]=1.[Cl:17][C:18]1[N:23]=[C:22](Cl)[CH:21]=[CH:20][N:19]=1. The catalyst is O1CCOCC1.O.O.C1C=CC(P(C2C=CC=CC=2)[C-]2C=CC=C2)=CC=1.C1C=CC(P(C2C=CC=CC=2)[C-]2C=CC=C2)=CC=1.Cl[Pd]Cl.[Fe+2]. The product is [Cl:17][C:18]1[N:23]=[C:22]([C:12]2[CH:11]=[CH:10][N:9]=[C:8]([F:7])[CH:13]=2)[CH:21]=[CH:20][N:19]=1. The yield is 0.964. (2) The reactants are O[CH:2]=[C:3]1[C:11]2[C:6](=[CH:7][C:8]([C:12]([C:14]3[CH:19]=[CH:18][C:17]([NH:20][C:21]([C:23]4[N:24]([CH2:29][CH3:30])[N:25]=[C:26]([CH3:28])[CH:27]=4)=[O:22])=[CH:16][CH:15]=3)=[O:13])=[CH:9][CH:10]=2)[NH:5][C:4]1=[O:31].[NH2:32][C:33]1[CH:38]=[CH:37][C:36]([N:39]2[CH2:44][CH2:43][O:42][CH2:41][CH2:40]2)=[CH:35][CH:34]=1. The catalyst is C1COCC1. The product is [N:39]1([C:36]2[CH:35]=[CH:34][C:33]([NH:32][CH:2]=[C:3]3[C:11]4[C:6](=[CH:7][C:8]([C:12]([C:14]5[CH:15]=[CH:16][C:17]([NH:20][C:21]([C:23]6[N:24]([CH2:29][CH3:30])[N:25]=[C:26]([CH3:28])[CH:27]=6)=[O:22])=[CH:18][CH:19]=5)=[O:13])=[CH:9][CH:10]=4)[NH:5][C:4]3=[O:31])=[CH:38][CH:37]=2)[CH2:44][CH2:43][O:42][CH2:41][CH2:40]1. The yield is 0.670. (3) The reactants are [N:1]([O-])=O.[Na+].[F:5][C:6]1[CH:12]=[C:11]([I:13])[CH:10]=[CH:9][C:7]=1[NH2:8].Cl.[CH3:15][O:16][CH2:17][C:18](=[O:24])[CH2:19][C:20]([O:22][CH3:23])=[O:21].CC([O-])=O.[Na+]. The catalyst is O.CO. The product is [F:5][C:6]1[CH:12]=[C:11]([I:13])[CH:10]=[CH:9][C:7]=1[NH:8][N:1]=[C:19]([C:18](=[O:24])[CH2:17][O:16][CH3:15])[C:20]([O:22][CH3:23])=[O:21]. The yield is 0.800. (4) The reactants are [CH:1]([N:4]1[C:8]([CH2:9][CH2:10][C:11]2[C:15]3[CH:16]=[C:17]([CH3:21])[C:18]([OH:20])=[CH:19][C:14]=3[O:13][N:12]=2)=[CH:7][C:6]([C:22]2[CH:27]=[CH:26][C:25]([C:28]([F:31])([F:30])[F:29])=[CH:24][CH:23]=2)=[N:5]1)([CH3:3])[CH3:2].C(=O)([O-])[O-].[K+].[K+].Br[C:39]([CH3:46])([CH3:45])[C:40]([O:42][CH2:43][CH3:44])=[O:41].[Cl-].[NH4+]. The yield is 0.670. The catalyst is CC(=O)CC. The product is [CH:1]([N:4]1[C:8]([CH2:9][CH2:10][C:11]2[C:15]3[CH:16]=[C:17]([CH3:21])[C:18]([O:20][C:39]([CH3:46])([CH3:45])[C:40]([O:42][CH2:43][CH3:44])=[O:41])=[CH:19][C:14]=3[O:13][N:12]=2)=[CH:7][C:6]([C:22]2[CH:23]=[CH:24][C:25]([C:28]([F:31])([F:30])[F:29])=[CH:26][CH:27]=2)=[N:5]1)([CH3:3])[CH3:2]. (5) The catalyst is C(#N)C.O. The reactants are [NH2:1][CH:2]([C:4]1[N:9]=[C:8]2[CH:10]=[CH:11][N:12]([CH3:13])[C:7]2=[CH:6][C:5]=1[N:14]1[CH2:17][CH:16]([OH:18])[CH2:15]1)[CH3:3].[Cl:19][C:20]1[C:21]([NH2:28])=[N:22][C:23]([NH2:27])=[N:24][C:25]=1Cl.CCN(CC)CC. The product is [NH2:27][C:23]1[N:24]=[C:25]([NH:1][CH:2]([C:4]2[N:9]=[C:8]3[CH:10]=[CH:11][N:12]([CH3:13])[C:7]3=[CH:6][C:5]=2[N:14]2[CH2:17][CH:16]([OH:18])[CH2:15]2)[CH3:3])[C:20]([Cl:19])=[C:21]([NH2:28])[N:22]=1. The yield is 0.0850. (6) The reactants are [Br:1][C:2]1[CH:3]=[C:4]2[C:9](=[CH:10][CH:11]=1)[NH:8][C:7](=[O:12])[CH2:6][CH2:5]2.[CH3:13][C:14]([O-])(C)[CH3:15].[K+].C(Br)(C)C. The catalyst is CN(C=O)C.Cl. The product is [Br:1][C:2]1[CH:3]=[C:4]2[C:9](=[CH:10][CH:11]=1)[N:8]([CH:14]([CH3:15])[CH3:13])[C:7](=[O:12])[CH2:6][CH2:5]2. The yield is 0.330. (7) The reactants are [Cl:1][S:2]([C:5]1[CH:6]=[CH:7][C:8]([O:14][CH3:15])=[C:9]([CH:13]=1)[C:10]([OH:12])=[O:11])(=[O:4])=[O:3].O=S(Cl)Cl.[C:20]1([CH3:32])[CH:25]=[CH:24][C:23]([S:26]([CH2:29][CH2:30]O)(=[O:28])=[O:27])=[CH:22][CH:21]=1. The catalyst is C(Cl)Cl. The product is [Cl:1][S:2]([C:5]1[CH:6]=[CH:7][C:8]([O:14][CH3:15])=[C:9]([CH:13]=1)[C:10]([O:12][CH2:30][CH2:29][S:26]([C:23]1[CH:24]=[CH:25][C:20]([CH3:32])=[CH:21][CH:22]=1)(=[O:28])=[O:27])=[O:11])(=[O:4])=[O:3]. The yield is 0.810. (8) The reactants are Br[CH2:2][C:3]([C:5]1[C:6]2[CH:13]=[CH:12][N:11]([S:14]([C:17]3[CH:22]=[CH:21][C:20]([CH3:23])=[CH:19][CH:18]=3)(=[O:16])=[O:15])[C:7]=2[N:8]=[CH:9][N:10]=1)=O.[NH2:24][C:25]([NH2:27])=[S:26]. The catalyst is CC(C)=O. The product is [C:20]1([CH3:23])[CH:21]=[CH:22][C:17]([S:14]([N:11]2[C:7]3[N:8]=[CH:9][N:10]=[C:5]([C:3]4[N:24]=[C:25]([NH2:27])[S:26][CH:2]=4)[C:6]=3[CH:13]=[CH:12]2)(=[O:16])=[O:15])=[CH:18][CH:19]=1. The yield is 0.720. (9) The reactants are [O:1]=[C:2]1[N:7]([CH2:8][CH2:9][N:10]2[CH2:15][CH2:14][CH:13]([NH:16]C(=O)OC(C)(C)C)[CH2:12][CH2:11]2)[C:6]2[CH:24]=[C:25]([O:28][C:29]([F:32])([F:31])[F:30])[CH:26]=[CH:27][C:5]=2[O:4][CH2:3]1.NC1CCN(CCN2C3C(=CC=C(C#N)C=3)C=CC2=O)CC1. No catalyst specified. The product is [NH2:16][CH:13]1[CH2:12][CH2:11][N:10]([CH2:9][CH2:8][N:7]2[C:6]3[CH:24]=[C:25]([O:28][C:29]([F:32])([F:31])[F:30])[CH:26]=[CH:27][C:5]=3[O:4][CH2:3][C:2]2=[O:1])[CH2:15][CH2:14]1. The yield is 1.00.